Dataset: Full USPTO retrosynthesis dataset with 1.9M reactions from patents (1976-2016). Task: Predict the reactants needed to synthesize the given product. Given the product [CH:17]1([N:13]([C:8]2[CH:7]=[C:6]3[C:11](=[CH:10][C:9]=2[CH3:12])[C:2]([O:22][C:6]2[CH:11]=[CH:10][CH:9]=[CH:8][CH:7]=2)=[N:3][CH:4]=[CH:5]3)[C:14](=[O:16])[CH3:15])[CH2:21][CH2:20][CH2:19][CH2:18]1, predict the reactants needed to synthesize it. The reactants are: Cl[C:2]1[C:11]2[C:6](=[CH:7][C:8]([N:13]([CH:17]3[CH2:21][CH2:20][CH2:19][CH2:18]3)[C:14](=[O:16])[CH3:15])=[C:9]([CH3:12])[CH:10]=2)[CH:5]=[CH:4][N:3]=1.[OH-:22].[K+].